From a dataset of Full USPTO retrosynthesis dataset with 1.9M reactions from patents (1976-2016). Predict the reactants needed to synthesize the given product. Given the product [C:1]([N:5]1[C:9](=[O:10])[C:8]([NH:31][C:28]2[CH:27]=[CH:26][C:25]([N:20]3[CH2:24][CH2:23][CH2:22][CH2:21]3)=[CH:30][CH:29]=2)=[C:7]([C:12]2[CH:17]=[CH:16][CH:15]=[CH:14][CH:13]=2)[S:6]1(=[O:19])=[O:18])([CH3:4])([CH3:3])[CH3:2], predict the reactants needed to synthesize it. The reactants are: [C:1]([N:5]1[C:9](=[O:10])[C:8](Cl)=[C:7]([C:12]2[CH:17]=[CH:16][CH:15]=[CH:14][CH:13]=2)[S:6]1(=[O:19])=[O:18])([CH3:4])([CH3:3])[CH3:2].[N:20]1([C:25]2[CH:30]=[CH:29][C:28]([NH2:31])=[CH:27][CH:26]=2)[CH2:24][CH2:23][CH2:22][CH2:21]1.